The task is: Regression. Given a peptide amino acid sequence and an MHC pseudo amino acid sequence, predict their binding affinity value. This is MHC class I binding data.. This data is from Peptide-MHC class I binding affinity with 185,985 pairs from IEDB/IMGT. (1) The peptide sequence is RRFVNVVPTF. The MHC is Mamu-B03 with pseudo-sequence Mamu-B03. The binding affinity (normalized) is 0.614. (2) The peptide sequence is YLPTQQDVL. The MHC is HLA-A68:02 with pseudo-sequence HLA-A68:02. The binding affinity (normalized) is 0. (3) The peptide sequence is LTGNNTITT. The MHC is HLA-A02:01 with pseudo-sequence HLA-A02:01. The binding affinity (normalized) is 0.138. (4) The peptide sequence is KGIGGNQEI. The MHC is Mamu-B3901 with pseudo-sequence Mamu-B3901. The binding affinity (normalized) is 0.863. (5) The peptide sequence is AYIDNYNKR. The MHC is HLA-A23:01 with pseudo-sequence HLA-A23:01. The binding affinity (normalized) is 0.140. (6) The peptide sequence is IHTVFGSAF. The MHC is HLA-A24:03 with pseudo-sequence HLA-A24:03. The binding affinity (normalized) is 0.453. (7) The peptide sequence is FMSHVKSVTK. The MHC is HLA-A03:01 with pseudo-sequence HLA-A03:01. The binding affinity (normalized) is 0.811. (8) The peptide sequence is LQDIVNEHDI. The MHC is HLA-A01:01 with pseudo-sequence HLA-A01:01. The binding affinity (normalized) is 0. (9) The peptide sequence is FVMCLEAKT. The MHC is HLA-A31:01 with pseudo-sequence HLA-A31:01. The binding affinity (normalized) is 0.366. (10) The peptide sequence is RRFQHKDGH. The MHC is HLA-A11:01 with pseudo-sequence HLA-A11:01. The binding affinity (normalized) is 0.0847.